Task: Predict the product of the given reaction.. Dataset: Forward reaction prediction with 1.9M reactions from USPTO patents (1976-2016) (1) Given the reactants [F:1][C:2]1[C:7]([CH:8]([CH3:10])[CH3:9])=[CH:6][C:5]([C:11]2[CH:19]=[C:18]3[C:14]([C:15](O)([CH3:20])[CH2:16][CH2:17]3)=[CH:13][C:12]=2[C:22]([O:24][CH3:25])=[O:23])=[C:4]([O:26][CH3:27])[CH:3]=1.CC1C=CC(S(O)(=O)=O)=CC=1, predict the reaction product. The product is: [F:1][C:2]1[C:7]([CH:8]([CH3:10])[CH3:9])=[CH:6][C:5]([C:11]2[CH:19]=[C:18]3[C:14]([C:15]([CH3:20])=[CH:16][CH2:17]3)=[CH:13][C:12]=2[C:22]([O:24][CH3:25])=[O:23])=[C:4]([O:26][CH3:27])[CH:3]=1. (2) Given the reactants [F:1][C:2]1[CH:3]=[C:4]([CH:8]=[CH:9][C:10]=1[F:11])[C:5](Cl)=[O:6].[C:12]([N:16]1[C:20](=[O:21])[C:19]([NH:22][CH:23]2[CH2:28][CH2:27][NH:26][CH2:25][CH2:24]2)=[C:18]([C:29]2[CH:34]=[CH:33][CH:32]=[CH:31][CH:30]=2)[S:17]1(=[O:36])=[O:35])([CH3:15])([CH3:14])[CH3:13], predict the reaction product. The product is: [C:12]([N:16]1[C:20](=[O:21])[C:19]([NH:22][CH:23]2[CH2:28][CH2:27][N:26]([C:5](=[O:6])[C:4]3[CH:8]=[CH:9][C:10]([F:11])=[C:2]([F:1])[CH:3]=3)[CH2:25][CH2:24]2)=[C:18]([C:29]2[CH:30]=[CH:31][CH:32]=[CH:33][CH:34]=2)[S:17]1(=[O:36])=[O:35])([CH3:15])([CH3:13])[CH3:14]. (3) Given the reactants C1C=CC(P(C2C=CC=CC=2)C2C=CC=CC=2)=CC=1.[OH:20][C:21]1[CH:26]=[CH:25][C:24]([C:27]2[N:28]([S:36]([CH3:39])(=[O:38])=[O:37])[C:29]3[C:34]([CH:35]=2)=[CH:33][CH:32]=[CH:31][CH:30]=3)=[CH:23][CH:22]=1.[N:40]1([CH2:46][CH2:47][CH2:48]O)[CH2:45][CH2:44][CH2:43][CH2:42][CH2:41]1, predict the reaction product. The product is: [N:40]1([CH2:46][CH2:47][CH2:48][O:20][C:21]2[CH:26]=[CH:25][C:24]([C:27]3[N:28]([S:36]([CH3:39])(=[O:38])=[O:37])[C:29]4[C:34]([CH:35]=3)=[CH:33][CH:32]=[CH:31][CH:30]=4)=[CH:23][CH:22]=2)[CH2:45][CH2:44][CH2:43][CH2:42][CH2:41]1.